Dataset: Catalyst prediction with 721,799 reactions and 888 catalyst types from USPTO. Task: Predict which catalyst facilitates the given reaction. (1) Reactant: [CH3:1][C@@H:2]1[C:7](=[CH2:8])[C:6](=[O:9])[CH2:5][C@H:4]([C:10]2[CH:15]=[CH:14][N:13]=[CH:12][C:11]=2[N+:16]([O-:18])=[O:17])[O:3]1.O.O.O.O.O.O.O.[Cl-].[Ce+3].[Cl-].[Cl-].[BH4-].[Na+]. Product: [CH3:1][C@@H:2]1[C:7](=[CH2:8])[C@H:6]([OH:9])[CH2:5][C@H:4]([C:10]2[CH:15]=[CH:14][N:13]=[CH:12][C:11]=2[N+:16]([O-:18])=[O:17])[O:3]1. The catalyst class is: 5. (2) Reactant: [C:1]([O:5][C:6]([NH:8][C@@H:9]([C:13]1[CH:18]=[CH:17][C:16]([C:19]([F:22])([F:21])[F:20])=[CH:15][CH:14]=1)[C:10]([OH:12])=O)=[O:7])([CH3:4])([CH3:3])[CH3:2].[CH3:23][O:24][CH2:25][CH2:26][O:27][CH2:28][CH2:29][O:30][CH2:31][CH2:32][O:33][C@H:34]1[CH2:38][CH2:37][NH:36][CH2:35]1.C(N(CC)C(C)C)(C)C.F[B-](F)(F)F.N1(OC(N(C)C)=[N+](C)C)C2C=CC=CC=2N=N1. The catalyst class is: 7. Product: [CH3:23][O:24][CH2:25][CH2:26][O:27][CH2:28][CH2:29][O:30][CH2:31][CH2:32][O:33][C@H:34]1[CH2:38][CH2:37][N:36]([C:10](=[O:12])[C@@H:9]([NH:8][C:6](=[O:7])[O:5][C:1]([CH3:4])([CH3:2])[CH3:3])[C:13]2[CH:14]=[CH:15][C:16]([C:19]([F:20])([F:22])[F:21])=[CH:17][CH:18]=2)[CH2:35]1. (3) Reactant: [I-].C[P+]([C:16]1[CH:21]=[CH:20][CH:19]=[CH:18]C=1)([C:20]1[CH:21]=[CH:16]C=[CH:18][CH:19]=1)[C:20]1[CH:21]=[CH:16]C=[CH:18][CH:19]=1.[Li]CCCC.[Cl:27][C:28]1[CH:35]=[N:34]C=CC=1C=O. Product: [Cl:27][C:28]1[CH:35]=[N:34][CH:18]=[CH:19][C:20]=1[CH:21]=[CH2:16]. The catalyst class is: 1. (4) The catalyst class is: 200. Reactant: [Cl:1][C:2]1[CH:3]=[C:4]([C:22]2([C:26]([O:28]CC)=[O:27])[CH2:25][CH2:24][CH2:23]2)[CH:5]=[C:6]([C:14]2[CH:19]=[CH:18][C:17]([S:20][CH3:21])=[CH:16][CH:15]=2)[C:7]=1[O:8][CH2:9][C:10]([F:13])([F:12])[F:11].O.[OH-].[Li+]. Product: [Cl:1][C:2]1[CH:3]=[C:4]([C:22]2([C:26]([OH:28])=[O:27])[CH2:23][CH2:24][CH2:25]2)[CH:5]=[C:6]([C:14]2[CH:19]=[CH:18][C:17]([S:20][CH3:21])=[CH:16][CH:15]=2)[C:7]=1[O:8][CH2:9][C:10]([F:13])([F:11])[F:12]. (5) Reactant: [CH3:1][C:2]1[N:3]([S:9]([C:12]2[CH:17]=[CH:16][CH:15]=[CH:14][CH:13]=2)(=[O:11])=[O:10])[CH:4]=[CH:5][C:6]=1[CH:7]=[O:8].[Br:18]N1C(=O)CCC1=O.O. Product: [Br:18][C:4]1[N:3]([S:9]([C:12]2[CH:17]=[CH:16][CH:15]=[CH:14][CH:13]=2)(=[O:10])=[O:11])[C:2]([CH3:1])=[C:6]([CH:7]=[O:8])[CH:5]=1. The catalyst class is: 9.